This data is from Reaction yield outcomes from USPTO patents with 853,638 reactions. The task is: Predict the reaction yield, written as a fraction of the theoretical maximum amount of product (1.0 means a 100% yield; for example, 0.34 means a 34% yield). The reactants are [Br:1][C:2]1[CH:14]=[CH:13][C:5]([CH2:6][NH:7][C@H:8]([CH:10]2[CH2:12][CH2:11]2)[CH3:9])=[CH:4][CH:3]=1.[Br:15][CH2:16][C:17](Br)=[O:18]. The catalyst is C(Cl)Cl.O. The product is [Br:15][CH2:16][C:17]([N:7]([CH2:6][C:5]1[CH:4]=[CH:3][C:2]([Br:1])=[CH:14][CH:13]=1)[C@H:8]([CH:10]1[CH2:11][CH2:12]1)[CH3:9])=[O:18]. The yield is 0.810.